Task: Predict the reactants needed to synthesize the given product.. Dataset: Full USPTO retrosynthesis dataset with 1.9M reactions from patents (1976-2016) (1) Given the product [CH:24]1([CH2:27][O:28][C:9]2[C:8]3[C:12](=[CH:13][CH:14]=[C:6]([CH:2]=[O:3])[CH:7]=3)[N:11]([CH2:15][O:16][CH2:17][CH2:18][Si:19]([CH3:20])([CH3:21])[CH3:22])[N:10]=2)[CH2:26][CH2:25]1, predict the reactants needed to synthesize it. The reactants are: O1CC[O:3][CH:2]1[C:6]1[CH:7]=[C:8]2[C:12](=[CH:13][CH:14]=1)[N:11]([CH2:15][O:16][CH2:17][CH2:18][Si:19]([CH3:22])([CH3:21])[CH3:20])[N:10]=[C:9]2I.[CH:24]1([CH2:27][OH:28])[CH2:26][CH2:25]1. (2) Given the product [Br:1][C:2]1[S:3][C:4]([C:11]2[S:15][C:14]([C:16]([OH:18])=[O:17])=[CH:13][CH:12]=2)=[CH:5][CH:6]=1, predict the reactants needed to synthesize it. The reactants are: [Br:1][C:2]1[S:3][C:4](Br)=[CH:5][CH:6]=1.B([C:11]1[S:15][C:14]([C:16]([OH:18])=[O:17])=[CH:13][CH:12]=1)(O)O. (3) Given the product [F:21][C:18]1[CH:17]=[CH:16][C:15]2[B:9]([C:5]3[CH:4]=[C:3]([CH:8]=[CH:7][CH:6]=3)[C:1]#[N:2])[O:13][CH2:12][C:11]=2[CH:19]=1, predict the reactants needed to synthesize it. The reactants are: [C:1]([C:3]1[CH:4]=[C:5]([B:9]2[O:13][CH2:12][CH2:11]O2)[CH:6]=[CH:7][CH:8]=1)#[N:2].Br[C:15]1C=[CH:19][C:18]([F:21])=[CH:17][C:16]=1COCOC. (4) Given the product [CH3:18][C:19]1[C:27]([CH3:28])=[CH:26][CH:25]=[CH:24][C:20]=1[C:21]([NH:10][NH:9][C:1](=[O:8])[C:2]1[CH:7]=[CH:6][CH:5]=[CH:4][CH:3]=1)=[O:22], predict the reactants needed to synthesize it. The reactants are: [C:1]([NH:9][NH2:10])(=[O:8])[C:2]1[CH:7]=[CH:6][CH:5]=[CH:4][CH:3]=1.CN1CCCC1=O.[CH3:18][C:19]1[C:27]([CH3:28])=[CH:26][CH:25]=[CH:24][C:20]=1[C:21](Cl)=[O:22]. (5) Given the product [CH2:1]([S:3]([C:6]1[CH:7]=[CH:8][C:9]([O:38][C:39]2[C:44]([CH:45]=[CH:46][C:47]3[CH:48]=[CH:49][CH:50]=[CH:51][CH:52]=3)=[CH:43][CH:42]=[CH:41][C:40]=2[CH3:53])=[C:10]([C:12]2[C:13]3[CH:22]=[C:21]([C:23]([OH:25])=[O:24])[NH:20][C:14]=3[C:15](=[O:19])[N:16]([CH3:18])[CH:17]=2)[CH:11]=1)(=[O:5])=[O:4])[CH3:2], predict the reactants needed to synthesize it. The reactants are: [CH2:1]([S:3]([C:6]1[CH:7]=[CH:8][C:9]([O:38][C:39]2[C:44]([CH:45]=[CH:46][C:47]3[CH:52]=[CH:51][CH:50]=[CH:49][CH:48]=3)=[CH:43][CH:42]=[CH:41][C:40]=2[CH3:53])=[C:10]([C:12]2[C:13]3[CH:22]=[C:21]([C:23]([O:25]CC)=[O:24])[N:20](S(C4C=CC(C)=CC=4)(=O)=O)[C:14]=3[C:15](=[O:19])[N:16]([CH3:18])[CH:17]=2)[CH:11]=1)(=[O:5])=[O:4])[CH3:2].O.[OH-].[Li+].Cl.